Dataset: Reaction yield outcomes from USPTO patents with 853,638 reactions. Task: Predict the reaction yield, written as a fraction of the theoretical maximum amount of product (1.0 means a 100% yield; for example, 0.34 means a 34% yield). (1) The reactants are C([Li])CCC.[CH3:6][O:7][C:8](=[O:23])[CH2:9][CH:10]1[CH2:15][CH2:14][N:13]([C:16]([O:18][C:19]([CH3:22])([CH3:21])[CH3:20])=[O:17])[CH2:12][CH2:11]1.[H-].[Na+].[CH:26]([C:28]1[C:29]([NH:34][C:35](=[O:40])[C:36]([CH3:39])([CH3:38])[CH3:37])=[N:30][CH:31]=[CH:32][CH:33]=1)=[O:27]. The catalyst is O1CCCC1. The product is [OH:27][CH:26]([C:28]1[C:29]([NH:34][C:35](=[O:40])[C:36]([CH3:38])([CH3:37])[CH3:39])=[N:30][CH:31]=[CH:32][CH:33]=1)[CH:9]([CH:10]1[CH2:11][CH2:12][N:13]([C:16]([O:18][C:19]([CH3:20])([CH3:22])[CH3:21])=[O:17])[CH2:14][CH2:15]1)[C:8]([O:7][CH3:6])=[O:23]. The yield is 0.930. (2) The yield is 1.00. The reactants are [Br:1][C:2]1[C:10]([F:11])=[CH:9][C:5]2[NH:6][CH:7]=[N:8][C:4]=2[CH:3]=1.[O:12]1[CH:17]=[CH:16][CH2:15][CH2:14][CH2:13]1. The product is [Br:1][C:2]1[C:10]([F:11])=[CH:9][C:5]2[N:6]([CH:13]3[CH2:14][CH2:15][CH2:16][CH2:17][O:12]3)[CH:7]=[N:8][C:4]=2[CH:3]=1. The catalyst is C1COCC1.CC1C=CC(S(O)(=O)=O)=CC=1.O.